Predict the reactants needed to synthesize the given product. From a dataset of Full USPTO retrosynthesis dataset with 1.9M reactions from patents (1976-2016). (1) The reactants are: Cl[S:2]([OH:5])(=O)=[O:3].[NH:6]([C:13]1[N:18]=[C:17]([C:19]2[N:23]([CH2:24][CH3:25])[C:22]([CH3:26])=[N:21][CH:20]=2)[CH:16]=[CH:15][N:14]=1)[C:7]1[CH:12]=[CH:11][CH:10]=[CH:9][CH:8]=1.[CH2:27]([O:29][CH2:30][CH2:31][NH2:32])[CH3:28].C(N(CC)C)C.Cl.CCOCC. Given the product [CH2:24]([N:23]1[C:19]([C:17]2[CH:16]=[CH:15][N:14]=[C:13]([NH:6][C:7]3[CH:12]=[CH:11][C:10]([S:2](=[O:5])(=[O:3])[NH:32][CH2:31][CH2:30][O:29][CH2:27][CH3:28])=[CH:9][CH:8]=3)[N:18]=2)=[CH:20][N:21]=[C:22]1[CH3:26])[CH3:25], predict the reactants needed to synthesize it. (2) Given the product [NH2:29][C:7]1[C:6]2[N:5]([C:4]([C@H:12]3[CH2:21][N:20]4[C@H:15]([CH2:16][O:17][C@H:18]([CH3:23])[C:19]4=[O:22])[CH2:14][CH2:13]3)=[N:3][C:2]=2[Br:1])[CH:10]=[CH:9][N:8]=1, predict the reactants needed to synthesize it. The reactants are: [Br:1][C:2]1[N:3]=[C:4]([C@H:12]2[CH2:21][N:20]3[C@H:15]([CH2:16][O:17][C@H:18]([CH3:23])[C:19]3=[O:22])[CH2:14][CH2:13]2)[N:5]2[CH:10]=[CH:9][N:8]=[C:7](Cl)[C:6]=12.O.CC(O)C.[NH4+:29].[OH-]. (3) Given the product [F:14][C:12]1[CH:11]=[CH:10][C:8]2[N:9]=[C:3]([N:2]3[CH2:28][CH2:22][N:6]([CH3:7])[CH2:5][CH2:4]3)[C:4]3[C:17]4[CH:18]=[CH:19][CH:20]=[CH:21][C:16]=4[S:15][C:5]=3[NH:6][C:7]=2[CH:13]=1, predict the reactants needed to synthesize it. The reactants are: Cl.[NH2:2][C:3]1[C:4]2[C:17]3[CH:18]=[CH:19][CH:20]=[CH:21][C:16]=3[S:15][C:5]=2[NH:6][C:7]2[CH:13]=[C:12]([F:14])[CH:11]=[CH:10][C:8]=2[N:9]=1.[C:22]1([CH3:28])C=CC=CC=1. (4) Given the product [OH:1][C:2]1[CH:3]=[C:4]2[C:8](=[CH:9][CH:10]=1)[NH:7][C:6]([C:11]([O:13][CH3:15])=[O:12])=[CH:5]2, predict the reactants needed to synthesize it. The reactants are: [OH:1][C:2]1[CH:3]=[C:4]2[C:8](=[CH:9][CH:10]=1)[NH:7][C:6]([C:11]([OH:13])=[O:12])=[CH:5]2.Cl.[CH3:15]O. (5) Given the product [C:26]([N:14]([N:8]1[C:7](=[O:19])[C:6]2[C:11](=[CH:12][C:3]([CH2:1][CH3:2])=[C:4]([C:20]3[N:21]([CH3:25])[N:22]=[CH:23][CH:24]=3)[CH:5]=2)[NH:10][C:9]1=[O:13])[S:15]([CH3:18])(=[O:16])=[O:17])(=[O:30])[CH2:27][CH2:28][CH3:29], predict the reactants needed to synthesize it. The reactants are: [CH2:1]([C:3]1[CH:12]=[C:11]2[C:6]([C:7](=[O:19])[N:8]([NH:14][S:15]([CH3:18])(=[O:17])=[O:16])[C:9](=[O:13])[NH:10]2)=[CH:5][C:4]=1[C:20]1[N:21]([CH3:25])[N:22]=[CH:23][CH:24]=1)[CH3:2].[C:26](Cl)(=[O:30])[CH2:27][CH2:28][CH3:29]. (6) The reactants are: [C:1]([CH:3]([CH:7]1[C:11]([Cl:12])=[C:10](Cl)C(=O)O1)[C:4]([NH2:6])=[O:5])#[N:2].Cl.[CH2:16]([S:18]([C:21]1[CH:26]=[CH:25][C:24]([F:27])=[CH:23][C:22]=1[CH2:28][NH2:29])(=[O:20])=[O:19])[CH3:17].C(=O)([O-])[O-].[K+].[K+].[OH-].[Na+]. Given the product [ClH:12].[Cl:12][C:11]1[CH:7]=[C:3]([C:4]([NH2:6])=[O:5])[C:1](=[NH:2])[N:29]([CH2:28][C:22]2[CH:23]=[C:24]([F:27])[CH:25]=[CH:26][C:21]=2[S:18]([CH2:16][CH3:17])(=[O:20])=[O:19])[CH:10]=1, predict the reactants needed to synthesize it. (7) The reactants are: [CH2:1]([O:8][C:9]([N:11]1[CH2:16][CH2:15][CH:14]([CH:17]([O:20][C:21]2[CH:43]=[CH:42][C:24]3[C:25]4[N:29]([CH2:30][CH2:31][O:32][C:23]=3[CH:22]=2)[CH:28]=[C:27]([C:33]2[N:34]([CH:39]([CH3:41])[CH3:40])[N:35]=[C:36]([CH3:38])[N:37]=2)[N:26]=4)[CH2:18]C)[CH2:13][CH2:12]1)=[O:10])[C:2]1[CH:7]=[CH:6][CH:5]=[CH:4][CH:3]=1.C(OC(N1CCC(C(O)C)CC1)=O)C1C=CC=CC=1.C1(P(C2C=CC=CC=2)C2C=CC=CC=2)C=CC=CC=1.CC(OC(/N=N/C(OC(C)C)=O)=O)C. Given the product [CH2:1]([O:8][C:9]([N:11]1[CH2:12][CH2:13][CH:14]([CH:17]([O:20][C:21]2[CH:43]=[CH:42][C:24]3[C:25]4[N:29]([CH2:30][CH2:31][O:32][C:23]=3[CH:22]=2)[CH:28]=[C:27]([C:33]2[N:34]([CH:39]([CH3:40])[CH3:41])[N:35]=[C:36]([CH3:38])[N:37]=2)[N:26]=4)[CH3:18])[CH2:15][CH2:16]1)=[O:10])[C:2]1[CH:7]=[CH:6][CH:5]=[CH:4][CH:3]=1, predict the reactants needed to synthesize it. (8) Given the product [CH:27]1([C:25]([N:22]2[CH2:23][CH2:24][C:19]([CH2:18][N:15]3[C:16](=[O:17])[C:11]4[CH:10]=[N:9][N:8]([C:5]5[CH:6]=[CH:7][C:2]([C:37]6[CH:36]=[CH:35][CH:34]=[C:33]([C:32]([F:43])([F:42])[F:31])[CH:38]=6)=[CH:3][CH:4]=5)[C:12]=4[N:13]=[CH:14]3)([OH:30])[CH2:20][CH2:21]2)=[O:26])[CH2:29][CH2:28]1, predict the reactants needed to synthesize it. The reactants are: Br[C:2]1[CH:7]=[CH:6][C:5]([N:8]2[C:12]3[N:13]=[CH:14][N:15]([CH2:18][C:19]4([OH:30])[CH2:24][CH2:23][N:22]([C:25]([CH:27]5[CH2:29][CH2:28]5)=[O:26])[CH2:21][CH2:20]4)[C:16](=[O:17])[C:11]=3[CH:10]=[N:9]2)=[CH:4][CH:3]=1.[F:31][C:32]([F:43])([F:42])[C:33]1[CH:34]=[C:35](B(O)O)[CH:36]=[CH:37][CH:38]=1.C(=O)([O-])[O-].[K+].[K+].ClCCl.[OH-].[Na+]. (9) Given the product [Cl:10][C:11]1[CH:33]=[CH:32][C:14]([CH2:15][NH:16][C:17]([C:19]2[C:20](=[O:31])[C:21]3[CH:28]=[C:27]([CH2:29][N:37]([CH2:38][C@@H:39]([OH:40])[C:41]4[CH:46]=[CH:45][CH:44]=[CH:43][N:42]=4)[CH3:36])[O:26][C:22]=3[N:23]([CH3:25])[CH:24]=2)=[O:18])=[CH:13][CH:12]=1, predict the reactants needed to synthesize it. The reactants are: C(N(CC)C(C)C)(C)C.[Cl:10][C:11]1[CH:33]=[CH:32][C:14]([CH2:15][NH:16][C:17]([C:19]2[C:20](=[O:31])[C:21]3[CH:28]=[C:27]([CH2:29]Cl)[O:26][C:22]=3[N:23]([CH3:25])[CH:24]=2)=[O:18])=[CH:13][CH:12]=1.Cl.Cl.[CH3:36][NH:37][CH2:38][C@H:39]([C:41]1[CH:46]=[CH:45][CH:44]=[CH:43][N:42]=1)[OH:40]. (10) The reactants are: Br[C:2]1[CH:7]=[CH:6][CH:5]=[C:4]([O:8][C:9]2[CH:14]=[CH:13][CH:12]=[CH:11][CH:10]=2)[N:3]=1.C(OCC)(=O)C.O.[CH3:22][N:23](C)C=O. Given the product [O:8]([C:4]1[N:3]=[C:2]([C:22]#[N:23])[CH:7]=[CH:6][CH:5]=1)[C:9]1[CH:14]=[CH:13][CH:12]=[CH:11][CH:10]=1, predict the reactants needed to synthesize it.